This data is from Cav3 T-type calcium channel HTS with 100,875 compounds. The task is: Binary Classification. Given a drug SMILES string, predict its activity (active/inactive) in a high-throughput screening assay against a specified biological target. (1) The molecule is s1c=2n(C3(c4c(n(nc4C)c4ccccc4)N2)c2c(NC3=O)cccc2)c2c1cccc2. The result is 0 (inactive). (2) The molecule is O=C(N1CC(CCC1)C(=O)NC(CC)C)NC1CCCCC1. The result is 0 (inactive). (3) The molecule is O=C1N(C(=O)C2C1C1CC2C=C1)CCC(=O)N1C(Cc2c1cccc2)C. The result is 0 (inactive). (4) The compound is Clc1cc(NC(=O)Cn2nnc(c2C(OCC)=O)C(OCC)=O)c(cc1)C. The result is 0 (inactive).